This data is from Experimentally validated miRNA-target interactions with 360,000+ pairs, plus equal number of negative samples. The task is: Binary Classification. Given a miRNA mature sequence and a target amino acid sequence, predict their likelihood of interaction. The miRNA is hsa-miR-628-5p with sequence AUGCUGACAUAUUUACUAGAGG. The protein sequence of the target gene is MAQQRALPQSKETLLQSYNKRLKDDIKSIMDNFTEIIKTAKIEDETQVSRATQGEQDNYEMHVRAANIVRAGESLMKLVSDLKQFLILNDFPSVNEAIDQRNQQLRALQEECDRKLITLRDEVSIDLYELEEEYYSSSSSLCEANDLPLCEAYWRLDLDADSADGLSAPLLASPETGAGPLQSAAPVHSHGGGPGPTEHT. Result: 0 (no interaction).